This data is from Full USPTO retrosynthesis dataset with 1.9M reactions from patents (1976-2016). The task is: Predict the reactants needed to synthesize the given product. (1) Given the product [CH3:18][O:17][N:15]([C:13]1[N:12]=[C:11]([NH:19][CH2:20][C:21]#[CH:22])[N:10]=[C:9]([NH:8][CH2:7][CH2:6][C:5]([OH:23])=[O:4])[N:14]=1)[CH3:16], predict the reactants needed to synthesize it. The reactants are: Cl.C([O:4][C:5](=[O:23])[CH2:6][CH2:7][NH:8][C:9]1[N:14]=[C:13]([N:15]([O:17][CH3:18])[CH3:16])[N:12]=[C:11]([NH:19][CH2:20][C:21]#[CH:22])[N:10]=1)C.[NH4+].[OH-]. (2) Given the product [Br:1][C:2]1[N:7]=[CH:6][C:5]([O:8][CH:14]([CH:16]2[CH2:17][CH2:18][N:19]([C:22]([O:24][CH2:25][C:26]3[CH:27]=[CH:28][CH:29]=[CH:30][CH:31]=3)=[O:23])[CH2:20][CH2:21]2)[CH3:15])=[CH:4][CH:3]=1, predict the reactants needed to synthesize it. The reactants are: [Br:1][C:2]1[N:7]=[CH:6][C:5]([OH:8])=[CH:4][CH:3]=1.CS(O[CH:14]([CH:16]1[CH2:21][CH2:20][N:19]([C:22]([O:24][CH2:25][C:26]2[CH:31]=[CH:30][CH:29]=[CH:28][CH:27]=2)=[O:23])[CH2:18][CH2:17]1)[CH3:15])(=O)=O.C([O-])([O-])=O.[K+].[K+].O. (3) Given the product [Cl:2][C:3]1[CH:8]=[C:7]([C:9]([N:11]2[C:24]3[C:19](=[CH:20][C:21]([F:25])=[CH:22][CH:23]=3)[C:13]3([CH2:14][CH2:15][N:16]([CH2:36]/[CH:37]=[CH:38]/[C:39]4[CH:44]=[CH:43][C:42]([F:45])=[C:41]([F:46])[CH:40]=4)[CH2:17][CH2:18]3)[CH2:12]2)=[O:10])[CH:6]=[CH:5][N:4]=1, predict the reactants needed to synthesize it. The reactants are: [Cl-].[Cl:2][C:3]1[CH:8]=[C:7]([C:9]([N:11]2[C:24]3[C:19](=[CH:20][C:21]([F:25])=[CH:22][CH:23]=3)[C:13]3([CH2:18][CH2:17][NH2+:16][CH2:15][CH2:14]3)[CH2:12]2)=[O:10])[CH:6]=[CH:5][N:4]=1.C(N(CC)C(C)C)(C)C.Br[CH2:36]/[CH:37]=[CH:38]/[C:39]1[CH:44]=[CH:43][C:42]([F:45])=[C:41]([F:46])[CH:40]=1. (4) Given the product [C:6]([O:10][C:11]([N:13]1[CH2:17][CH2:16][C@H:15]([CH:18]([OH:23])[CH2:3][CH:2]=[CH2:1])[CH2:14]1)=[O:12])([CH3:7])([CH3:8])[CH3:9], predict the reactants needed to synthesize it. The reactants are: [CH2:1]([Mg]Br)[CH:2]=[CH2:3].[C:6]([O:10][C:11]([N:13]1[CH2:17][CH2:16][C@H:15]([C:18](=[O:23])N(OC)C)[CH2:14]1)=[O:12])([CH3:9])([CH3:8])[CH3:7].[BH4-].[Na+]. (5) Given the product [CH3:22][O:21][C:13]1[CH:14]=[C:15]([CH2:18][CH2:19][CH3:20])[CH:16]=[CH:17][C:12]=1[O:11][CH2:10][C:8]1[CH:9]=[C:2]2[C:3]([CH:4]=[C:31]([CH:29]=[O:30])[CH2:32][O:1]2)=[CH:6][CH:7]=1, predict the reactants needed to synthesize it. The reactants are: [OH:1][C:2]1[CH:9]=[C:8]([CH2:10][O:11][C:12]2[CH:17]=[CH:16][C:15]([CH2:18][CH2:19][CH3:20])=[CH:14][C:13]=2[O:21][CH3:22])[CH:7]=[CH:6][C:3]=1[CH:4]=O.C([O-])([O-])=O.[K+].[K+].[CH:29]([CH:31]=[CH2:32])=[O:30]. (6) Given the product [CH3:1][C@@H:2]([O:17][C@H:18]1[O:23][CH2:22][CH2:21][N:20]([CH2:24][C:25]2[N:30]=[C:28]([OH:29])[N:27]([P:31]([OH:33])([OH:34])=[O:32])[N:26]=2)[C@H:19]1[C:35]1[CH:36]=[CH:37][C:38]([F:41])=[CH:39][CH:40]=1)[C:3]1[CH:8]=[C:7]([C:9]([F:10])([F:11])[F:12])[CH:6]=[C:5]([C:13]([F:16])([F:15])[F:14])[CH:4]=1, predict the reactants needed to synthesize it. The reactants are: [CH3:1][C@@H:2]([O:17][C@H:18]1[O:23][CH2:22][CH2:21][N:20]([CH2:24][C:25]2[NH:30][C:28](=[O:29])[N:27]([P:31]([OH:34])([OH:33])=[O:32])[N:26]=2)[C@H:19]1[C:35]1[CH:36]=[CH:37][C:38]([F:41])=[CH:39][CH:40]=1)[C:3]1[CH:4]=[C:5]([C:13]([F:16])([F:15])[F:14])[CH:6]=[C:7]([C:9]([F:12])([F:11])[F:10])[CH:8]=1.CNC[C@H](O)[C@@H](O)[C@H](O)[C@H](O)CO.CNC[C@H](O)[C@@H](O)[C@H](O)[C@H](O)CO.O. (7) Given the product [F:69][C:63]1[CH:64]=[C:65]([F:68])[CH:66]=[CH:67][C:62]=1[NH:61][C:59]([C:58]1[CH:57]=[N:56][CH:55]=[CH:54][C:53]=1[NH:52][C:49]1[CH:50]=[CH:51][C:46]([O:45][C:44]2[CH:43]=[CH:42][N:41]=[C:40]([C:19]([NH2:21])=[O:20])[CH:39]=2)=[C:47]([F:70])[CH:48]=1)=[O:60], predict the reactants needed to synthesize it. The reactants are: Cl.NC1C=C(OC2C=CC(NC3N=CC=CC=3[C:19]([NH:21]C3C=CC(F)=CC=3F)=[O:20])=CC=2F)C=CN=1.Cl.N1[C:40]2=[N:41][CH:42]=[CH:43][C:44]([O:45][C:46]3[CH:51]=[CH:50][C:49]([NH:52][C:53]4[C:58]([C:59]([NH:61][C:62]5[CH:67]=[CH:66][C:65]([F:68])=[CH:64][C:63]=5[F:69])=[O:60])=[CH:57][N:56]=[CH:55][CH:54]=4)=[CH:48][C:47]=3[F:70])=[C:39]2C=C1. (8) The reactants are: C([N:8]1[CH2:13][CH2:12][C:11]2[C:14]3[CH:20]=[CH:19][CH:18]=[CH:17][C:15]=3[O:16][C:10]=2[CH2:9]1)C1C=CC=CC=1.Cl[C:22]([O:24][CH3:25])=[O:23]. Given the product [CH2:9]1[C:10]2[O:16][C:15]3[CH:17]=[CH:18][CH:19]=[CH:20][C:14]=3[C:11]=2[CH2:12][CH2:13][N:8]1[C:22]([O:24][CH3:25])=[O:23], predict the reactants needed to synthesize it.